From a dataset of Catalyst prediction with 721,799 reactions and 888 catalyst types from USPTO. Predict which catalyst facilitates the given reaction. Reactant: [Cl:1][C:2]1[CH:7]=[CH:6][C:5]([S:8]([CH2:11][C:12]2[CH:17]=[C:16]([F:18])[CH:15]=[CH:14][C:13]=2[F:19])(=[O:10])=[O:9])=[CH:4][CH:3]=1.[Si:20]([O:37][CH2:38][CH2:39][S:40][CH2:41][CH2:42]O)([C:33]([CH3:36])([CH3:35])[CH3:34])([C:27]1[CH:32]=[CH:31][CH:30]=[CH:29][CH:28]=1)[C:21]1[CH:26]=[CH:25][CH:24]=[CH:23][CH:22]=1.C(C=P(CCCC)(CCCC)CCCC)#N.C(OCC)(=O)C. Product: [Si:20]([O:37][CH2:38][CH2:39][S:40][CH2:41][CH2:42][CH:11]([C:12]1[CH:17]=[C:16]([F:18])[CH:15]=[CH:14][C:13]=1[F:19])[S:8]([C:5]1[CH:6]=[CH:7][C:2]([Cl:1])=[CH:3][CH:4]=1)(=[O:10])=[O:9])([C:33]([CH3:35])([CH3:36])[CH3:34])([C:27]1[CH:28]=[CH:29][CH:30]=[CH:31][CH:32]=1)[C:21]1[CH:22]=[CH:23][CH:24]=[CH:25][CH:26]=1. The catalyst class is: 11.